This data is from Catalyst prediction with 721,799 reactions and 888 catalyst types from USPTO. The task is: Predict which catalyst facilitates the given reaction. (1) Reactant: [C:1]([C:5]1[CH:13]=[CH:12][C:8]([C:9]([OH:11])=O)=[CH:7][CH:6]=1)([CH3:4])([CH3:3])[CH3:2].CN1CCOCC1.ClC1N=C(OC)N=C(OC)N=1.[CH2:32]([NH2:39])[C:33]1[CH:38]=[CH:37][CH:36]=[CH:35][CH:34]=1.C(O)(=O)CC(CC(O)=O)(C(O)=O)O. Product: [CH2:32]([NH:39][C:9](=[O:11])[C:8]1[CH:7]=[CH:6][C:5]([C:1]([CH3:2])([CH3:3])[CH3:4])=[CH:13][CH:12]=1)[C:33]1[CH:38]=[CH:37][CH:36]=[CH:35][CH:34]=1. The catalyst class is: 410. (2) Reactant: [C:1]([C:3]1([C:8](OCC)=[O:9])[CH2:7][CH2:6][CH2:5][CH2:4]1)#[N:2].O1CCCC1.O1CCCC1.[H-].[Al+3].[Li+].[H-].[H-].[H-].O.[OH-].[Na+]. Product: [NH2:2][CH2:1][C:3]1([CH2:8][OH:9])[CH2:7][CH2:6][CH2:5][CH2:4]1. The catalyst class is: 7. (3) Reactant: [C:1]([O:5][C:6](=[O:21])[CH2:7][C:8]1([C:17]([O:19]C)=[O:18])[CH2:16][C:15]2[C:10](=[CH:11][CH:12]=[CH:13][CH:14]=2)[CH2:9]1)([CH3:4])([CH3:3])[CH3:2].[OH-].[Na+].C(Cl)Cl.Cl. Product: [C:1]([O:5][C:6](=[O:21])[CH2:7][C:8]1([C:17]([OH:19])=[O:18])[CH2:16][C:15]2[C:10](=[CH:11][CH:12]=[CH:13][CH:14]=2)[CH2:9]1)([CH3:4])([CH3:2])[CH3:3]. The catalyst class is: 301. (4) Reactant: Br[C:2]1[CH:7]=[CH:6][C:5]([NH:8][C:9](=[O:18])[CH2:10][CH2:11][C:12]2[CH:17]=[CH:16][CH:15]=[CH:14][CH:13]=2)=[C:4]([O:19][CH3:20])[CH:3]=1.C([Li])CCC.CCCCCC.[B:32](OC(C)C)([O:37]C(C)C)[O:33]C(C)C. Product: [CH3:20][O:19][C:4]1[CH:3]=[C:2]([B:32]([OH:37])[OH:33])[CH:7]=[CH:6][C:5]=1[NH:8][C:9](=[O:18])[CH2:10][CH2:11][C:12]1[CH:17]=[CH:16][CH:15]=[CH:14][CH:13]=1. The catalyst class is: 7.